This data is from Full USPTO retrosynthesis dataset with 1.9M reactions from patents (1976-2016). The task is: Predict the reactants needed to synthesize the given product. (1) Given the product [F:1][C:2]1[CH:3]=[C:4]2[C:8](=[CH:9][CH:10]=1)[N:7]([CH3:11])[C:6]([CH2:12][N:13]([CH3:14])[C:28](=[O:30])/[CH:27]=[CH:26]/[C:21]1[CH:22]=[N:23][C:24]3[NH:25][C:16](=[O:15])[CH2:17][CH2:18][C:19]=3[CH:20]=1)=[CH:5]2, predict the reactants needed to synthesize it. The reactants are: [F:1][C:2]1[CH:3]=[C:4]2[C:8](=[CH:9][CH:10]=1)[N:7]([CH3:11])[C:6]([CH2:12][NH:13][CH3:14])=[CH:5]2.[O:15]=[C:16]1[NH:25][C:24]2[N:23]=[CH:22][C:21](/[CH:26]=[CH:27]/[C:28]([OH:30])=O)=[CH:20][C:19]=2[CH2:18][CH2:17]1.ON1C2C=CC=CC=2N=N1.C(N(C(C)C)CC)(C)C.CN(C)CCCN=C=NCC. (2) The reactants are: [CH2:1]([N:3]([CH2:46][CH3:47])[C:4]1[CH:9]=[CH:8][C:7]([NH:10][C:11]([C:13]2[CH:14]=[C:15]([CH:23]=[CH:24][CH:25]=2)[C:16]([O:18]C(C)(C)C)=[O:17])=[O:12])=[C:6]([C:26]2[CH:31]=[C:30]([C:32](=[O:45])[NH:33][CH2:34][C:35]3[CH:40]=[CH:39][CH:38]=[C:37]([C:41]([F:44])([F:43])[F:42])[CH:36]=3)[CH:29]=[CH:28][N:27]=2)[CH:5]=1)[CH3:2].Cl. Given the product [CH2:46]([N:3]([CH2:1][CH3:2])[C:4]1[CH:9]=[CH:8][C:7]([NH:10][C:11]([C:13]2[CH:14]=[C:15]([CH:23]=[CH:24][CH:25]=2)[C:16]([OH:18])=[O:17])=[O:12])=[C:6]([C:26]2[CH:31]=[C:30]([C:32](=[O:45])[NH:33][CH2:34][C:35]3[CH:40]=[CH:39][CH:38]=[C:37]([C:41]([F:42])([F:43])[F:44])[CH:36]=3)[CH:29]=[CH:28][N:27]=2)[CH:5]=1)[CH3:47], predict the reactants needed to synthesize it. (3) Given the product [Cl:29][C:22]1[C:23]([CH:24]([O:27][CH3:28])[O:25][CH3:26])=[C:18]([NH2:15])[CH:19]=[N:20][CH:21]=1, predict the reactants needed to synthesize it. The reactants are: N1C=CC=CC=1C1C=CC=CN=1.[BH4-].[Na+].[N:15]([C:18]1[CH:19]=[N:20][CH:21]=[C:22]([Cl:29])[C:23]=1[CH:24]([O:27][CH3:28])[O:25][CH3:26])=[N+]=[N-].[OH-].[Na+]. (4) Given the product [N:15]1[CH:16]=[CH:17][CH:18]=[CH:19][C:14]=1[O:13][CH2:12][C:9]1[N:10]=[CH:11][C:6]([CH:2]=[O:1])=[CH:7][CH:8]=1, predict the reactants needed to synthesize it. The reactants are: [O:1]1CCO[CH:2]1[C:6]1[CH:7]=[CH:8][C:9]([CH2:12][O:13][C:14]2[CH:19]=[CH:18][CH:17]=[CH:16][N:15]=2)=[N:10][CH:11]=1.CS(C)=O.Cl.[OH-].[Na+]. (5) Given the product [NH2:29][CH2:28][C:26]1([CH2:30][NH:31][C:15]2[C:16]3[S:21][C:20]([CH3:22])=[CH:19][C:17]=3[N:18]=[C:13]([N:5]3[CH2:6][C:7]4[CH:12]=[CH:11][CH:10]=[CH:9][C:8]=4[S:2](=[O:1])[CH2:3][CH2:4]3)[N:14]=2)[CH2:27][O:24][CH2:25]1, predict the reactants needed to synthesize it. The reactants are: [O:1]=[S:2]1[C:8]2[CH:9]=[CH:10][CH:11]=[CH:12][C:7]=2[CH2:6][N:5]([C:13]2[NH:14][C:15](=O)[C:16]3[S:21][C:20]([CH3:22])=[CH:19][C:17]=3[N:18]=2)[CH2:4][CH2:3]1.[O:24]1[CH2:27][C:26]([CH2:30][NH2:31])([CH2:28][NH2:29])[CH2:25]1. (6) The reactants are: [C@@H:1]12[CH2:7][C:6](=[CH:8][C:9]([O:11][CH2:12][CH3:13])=[O:10])[C@@H:5]1[CH2:4][CH2:3][CH2:2]2.O.O.O.[F-].C([N+](CCCC)(CCCC)CCCC)CCC.[N+:35]([CH3:38])([O-:37])=[O:36].Cl. Given the product [N+:35]([CH2:38][C@:6]1([CH2:8][C:9]([O:11][CH2:12][CH3:13])=[O:10])[CH2:7][C@@H:1]2[C@H:5]1[CH2:4][CH2:3][CH2:2]2)([O-:37])=[O:36], predict the reactants needed to synthesize it. (7) The reactants are: C(N[C:9]1[C:14]([C:15]([N:17]2[C:25]3[C:20](=[CH:21][C:22]([Cl:26])=[CH:23][CH:24]=3)[CH2:19][CH2:18]2)=[O:16])=[CH:13][CH:12]=[CH:11][N:10]=1)C1C=CC=CC=1.C(N)C1C=CC=CC=1.[CH3:35][CH:36]([NH2:44])[C:37]1[CH:42]=[CH:41][C:40]([F:43])=[CH:39][CH:38]=1. Given the product [Cl:26][C:22]1[CH:21]=[C:20]2[C:25](=[CH:24][CH:23]=1)[N:17]([C:15]([C:14]1[C:9]([NH:44][CH:36]([C:37]3[CH:42]=[CH:41][C:40]([F:43])=[CH:39][CH:38]=3)[CH3:35])=[N:10][CH:11]=[CH:12][CH:13]=1)=[O:16])[CH2:18][CH2:19]2, predict the reactants needed to synthesize it. (8) Given the product [CH2:49]([C@@H:52]1[C@@H:56](/[CH:19]=[CH:18]/[C@@H:5]([O:4][Si:3]([CH2:35][CH3:36])([CH2:1][CH3:2])[CH2:33][CH3:34])[CH2:6][O:7][C:8]2[CH:13]=[CH:12][CH:11]=[C:10]([C:14]([F:17])([F:16])[F:15])[CH:9]=2)[C@H:55]([O:57][Si:58]([C:61]([CH3:64])([CH3:63])[CH3:62])([CH3:59])[CH3:60])[CH2:54][C:53]1=[O:65])[CH:50]=[CH2:51], predict the reactants needed to synthesize it. The reactants are: [CH2:1]([Si:3]([CH2:35][CH3:36])([CH2:33][CH3:34])[O:4][C@H:5](/[CH:18]=[CH:19]/[Sn](CCCC)(CCCC)CCCC)[CH2:6][O:7][C:8]1[CH:13]=[CH:12][CH:11]=[C:10]([C:14]([F:17])([F:16])[F:15])[CH:9]=1)[CH3:2].C([Li])CCC.[Cu](C#N)C#N.C[Li].[CH2:49]([C:52]1[C:53](=[O:65])[CH2:54][C@@H:55]([O:57][Si:58]([C:61]([CH3:64])([CH3:63])[CH3:62])([CH3:60])[CH3:59])[CH:56]=1)[CH:50]=[CH2:51].[NH4+].[Cl-].[NH4+].[OH-]. (9) Given the product [SH:15][C:14]1[N:13]=[C:8]([OH:10])[C:3]2[C@H:2]([CH3:1])[CH2:6][CH2:5][C:4]=2[N:16]=1, predict the reactants needed to synthesize it. The reactants are: [CH3:1][C@@H:2]1[CH2:6][CH2:5][C:4](=O)[CH:3]1[C:8]([O:10]CC)=O.[NH2:13][C:14]([NH2:16])=[S:15].[OH-].[K+]. (10) Given the product [F:1][C:2]1[C:7]2[CH2:8][CH2:9][CH:10]([N:19]3[CH:23]=[C:22]([C:24]4[CH:25]=[CH:26][C:27]([O:30][CH2:31][C:36]5[CH:35]=[CH:34][N:33]=[CH:32][CH:38]=5)=[CH:28][CH:29]=4)[N:21]=[N:20]3)[C:11](=[O:18])[N:12]([CH2:13][C:14]([F:15])([F:17])[F:16])[C:6]=2[CH:5]=[CH:4][CH:3]=1, predict the reactants needed to synthesize it. The reactants are: [F:1][C:2]1[C:7]2[CH2:8][CH2:9][CH:10]([N:19]3[CH:23]=[C:22]([C:24]4[CH:29]=[CH:28][C:27]([O:30][C:31]5[CH:32]=[N:33][CH:34]=[CH:35][CH:36]=5)=[CH:26][CH:25]=4)[N:21]=[N:20]3)[C:11](=[O:18])[N:12]([CH2:13][C:14]([F:17])([F:16])[F:15])[C:6]=2[CH:5]=[CH:4][CH:3]=1.N1C=CC(COC#CC2C=CC=CC=2)=C[CH:38]=1.